Task: Predict the reaction yield, written as a fraction of the theoretical maximum amount of product (1.0 means a 100% yield; for example, 0.34 means a 34% yield).. Dataset: Reaction yield outcomes from USPTO patents with 853,638 reactions (1) The reactants are [CH3:1][NH:2][C:3]([C:5]1[C:9]2[CH:10]=[C:11](B3OC(C)(C)C(C)(C)O3)[C:12]([N:14]([CH3:19])[S:15]([CH3:18])(=[O:17])=[O:16])=[CH:13][C:8]=2[O:7][C:6]=1[C:29]1[CH:30]=[N:31][C:32]([C:35]([F:38])([F:37])[F:36])=[CH:33][CH:34]=1)=[O:4].Cl[C:40]1[N:57]=[CH:56][C:43]2[N:44]=[CH:45][N:46]3[C:54]4[CH:53]=[CH:52][CH:51]=[C:50]([F:55])[C:49]=4[CH:48]=[C:47]3[C:42]=2[CH:41]=1.C([O-])([O-])=O.[K+].[K+].CC(C1C=C(C(C)C)C(C2C=CC=CC=2P(C2CCCCC2)C2CCCCC2)=C(C(C)C)C=1)C. The catalyst is O1CCOCC1.O.O.C1C=CC(/C=C/C(/C=C/C2C=CC=CC=2)=O)=CC=1.C1C=CC(/C=C/C(/C=C/C2C=CC=CC=2)=O)=CC=1.C1C=CC(/C=C/C(/C=C/C2C=CC=CC=2)=O)=CC=1.[Pd].[Pd]. The product is [F:55][C:50]1[C:49]2[CH:48]=[C:47]3[C:42]4[CH:41]=[C:40]([C:11]5[C:12]([N:14]([CH3:19])[S:15]([CH3:18])(=[O:17])=[O:16])=[CH:13][C:8]6[O:7][C:6]([C:29]7[CH:30]=[N:31][C:32]([C:35]([F:38])([F:36])[F:37])=[CH:33][CH:34]=7)=[C:5]([C:3]([NH:2][CH3:1])=[O:4])[C:9]=6[CH:10]=5)[N:57]=[CH:56][C:43]=4[N:44]=[CH:45][N:46]3[C:54]=2[CH:53]=[CH:52][CH:51]=1. The yield is 0.570. (2) The yield is 0.810. The catalyst is C1COCC1. The product is [CH3:1][CH:25]([CH2:24]/[C:23](/[CH3:22])=[CH:31]/[C:32]1[CH:37]=[CH:36][C:35]([CH3:38])=[CH:34][CH:33]=1)[C:26]([O:28][CH2:29][CH3:30])=[O:27]. The reactants are [CH2:1]([Li])CCC.C(NC(C)C)(C)C.CN1C(=O)N(C)CCC1.[CH3:22]/[C:23](=[CH:31]\[C:32]1[CH:37]=[CH:36][C:35]([CH3:38])=[CH:34][CH:33]=1)/[CH2:24][CH2:25][C:26]([O:28][CH2:29][CH3:30])=[O:27].CI. (3) The reactants are [N+:1]([C:4]1[CH:21]=[CH:20][C:7]([O:8][C:9]2[CH:10]=[C:11]3[C:15](=[CH:16][CH:17]=2)[C:14](=[O:18])[NH:13][C:12]3=[O:19])=[CH:6][CH:5]=1)([O-])=O. The catalyst is CC(O)=O.O.[Fe]. The product is [NH2:1][C:4]1[CH:21]=[CH:20][C:7]([O:8][C:9]2[CH:10]=[C:11]3[C:15](=[CH:16][CH:17]=2)[C:14](=[O:18])[NH:13][C:12]3=[O:19])=[CH:6][CH:5]=1. The yield is 0.750.